From a dataset of Forward reaction prediction with 1.9M reactions from USPTO patents (1976-2016). Predict the product of the given reaction. (1) Given the reactants [NH2:1][C@H:2]1[CH2:7][CH2:6][CH2:5][N:4]([C:8]2[CH:17]=[CH:16][C:15]3[C:10](=[CH:11][CH:12]=[C:13]([Cl:28])[C:14]=3[NH:18][C:19](=[O:27])[CH2:20][CH:21]3[CH2:26][CH2:25][CH2:24][CH2:23][CH2:22]3)[N:9]=2)[CH2:3]1.[Si:29]([O:36][CH2:37][CH:38]=O)([C:32]([CH3:35])([CH3:34])[CH3:33])([CH3:31])[CH3:30].C(O[BH-](OC(=O)C)OC(=O)C)(=O)C.[Na+], predict the reaction product. The product is: [Cl:28][C:13]1[C:14]([NH:18][C:19](=[O:27])[CH2:20][CH:21]2[CH2:22][CH2:23][CH2:24][CH2:25][CH2:26]2)=[C:15]2[C:10](=[CH:11][CH:12]=1)[N:9]=[C:8]([N:4]1[CH2:5][CH2:6][CH2:7][C@H:2]([NH:1][CH2:38][CH2:37][O:36][Si:29]([C:32]([CH3:35])([CH3:34])[CH3:33])([CH3:31])[CH3:30])[CH2:3]1)[CH:17]=[CH:16]2. (2) Given the reactants Br[C:2]1[CH:3]=[C:4]([O:9][CH2:10][C:11]2[CH:16]=[CH:15][CH:14]=[CH:13][CH:12]=2)[CH:5]=[C:6]([Br:8])[CH:7]=1.[NH2:17][C:18]1[CH:19]=[N:20][CH:21]=[CH:22][CH:23]=1.CC(C)([O-])C.[Na+].CCOC(C)=O.CCCCCCC, predict the reaction product. The product is: [CH2:10]([O:9][C:4]1[CH:3]=[C:2]([NH:17][C:18]2[CH:19]=[N:20][CH:21]=[CH:22][CH:23]=2)[CH:7]=[C:6]([Br:8])[CH:5]=1)[C:11]1[CH:16]=[CH:15][CH:14]=[CH:13][CH:12]=1. (3) Given the reactants ClC1C=CC=C(C(OO)=[O:9])C=1.[CH3:12][S:13][C:14]1[CH:19]=[CH:18][C:17]([C:20]2([C:26]#[N:27])[CH2:25][CH2:24][O:23][CH2:22][CH2:21]2)=[CH:16][CH:15]=1, predict the reaction product. The product is: [CH3:12][S:13]([C:14]1[CH:15]=[CH:16][C:17]([C:20]2([C:26]#[N:27])[CH2:21][CH2:22][O:23][CH2:24][CH2:25]2)=[CH:18][CH:19]=1)=[O:9]. (4) Given the reactants [CH3:1][O:2][C:3]1[CH:4]=[C:5]2[CH2:14][CH:13]([CH2:15][CH:16]3[CH2:21][CH2:20][N:19]([CH2:22][C:23]4[CH:24]=[CH:25][CH:26]=[CH:27][CH:28]=4)[CH2:18][CH2:17]3)[C:11](=[O:12])[C:6]2=[CH:7][C:8]=1[O:9][CH3:10].[C:29]([O:32][C:33]1[C:34](=[CH:38][CH:39]=[CH:40][CH:41]=1)[C:35]([OH:37])=[O:36])(=[O:31])[CH3:30], predict the reaction product. The product is: [CH3:1][O:2][C:3]1[CH:4]=[C:5]2[CH2:14][CH:13]([CH2:15][CH:16]3[CH2:17][CH2:18][N:19]([CH2:22][C:23]4[CH:28]=[CH:27][CH:26]=[CH:25][CH:24]=4)[CH2:20][CH2:21]3)[C:11](=[O:12])[C:6]2=[CH:7][C:8]=1[O:9][CH3:10].[C:29]([O:32][C:33]1[C:34](=[CH:38][CH:39]=[CH:40][CH:41]=1)[C:35]([O-:37])=[O:36])(=[O:31])[CH3:30]. (5) Given the reactants [OH-].[Na+].[CH3:3][O:4][C:5]1[CH:10]=[CH:9][CH:8]=[C:7]([CH:11]([Cl:16])[C:12](Cl)([Cl:14])[Cl:13])[CH:6]=1, predict the reaction product. The product is: [CH3:3][O:4][C:5]1[CH:10]=[CH:9][CH:8]=[C:7]([C:11]([Cl:16])=[C:12]([Cl:13])[Cl:14])[CH:6]=1. (6) Given the reactants [CH3:1][C:2]1[N:3]=[C:4]([NH2:12])[S:5][C:6]=1[CH2:7][C:8]([Cl:11])([Cl:10])[Cl:9].[Cl:13][C:14]1[CH:19]=[C:18]([Cl:20])[CH:17]=[C:16]([Cl:21])[C:15]=1[S:22](Cl)(=[O:24])=[O:23], predict the reaction product. The product is: [Cl:13][C:14]1[CH:19]=[C:18]([Cl:20])[CH:17]=[C:16]([Cl:21])[C:15]=1[S:22]([NH:12][C:4]1[S:5][C:6]([CH2:7][C:8]([Cl:11])([Cl:9])[Cl:10])=[C:2]([CH3:1])[N:3]=1)(=[O:24])=[O:23]. (7) Given the reactants [Cl:1][C:2]1[CH:12]=[C:11]([NH:13][C@@H:14]([CH3:17])[CH2:15][F:16])[C:5]([C:6]([O:8]CC)=[O:7])=[CH:4][N:3]=1.[Li+].[OH-].O, predict the reaction product. The product is: [Cl:1][C:2]1[CH:12]=[C:11]([NH:13][C@@H:14]([CH3:17])[CH2:15][F:16])[C:5]([C:6]([OH:8])=[O:7])=[CH:4][N:3]=1. (8) Given the reactants N[C:2]1[CH:3]=[C:4]([O:13][CH3:14])[CH:5]=[C:6]2[C:11]=1[N:10]=[CH:9][C:8]([I:12])=[CH:7]2.N([O-])=O.[Na+].[NH4+].[OH-].[BrH:21], predict the reaction product. The product is: [Br:21][C:2]1[CH:3]=[C:4]([O:13][CH3:14])[CH:5]=[C:6]2[C:11]=1[N:10]=[CH:9][C:8]([I:12])=[CH:7]2. (9) Given the reactants F[C:2]1[N:7]=[CH:6][C:5]([C:8]2[S:9][C:10]3[CH:16]=[C:15](OC)[CH:14]=[CH:13][C:11]=3[N:12]=2)=[CH:4][CH:3]=1.[NH2:19]CC1C=NC=CC=1.[CH2:27]([OH:29])C, predict the reaction product. The product is: [CH3:27][O:29][C:2]1[N:7]=[CH:6][C:5]([C:8]2[S:9][C:10]3[CH:16]=[C:15]([NH2:19])[CH:14]=[CH:13][C:11]=3[N:12]=2)=[CH:4][CH:3]=1.